This data is from Catalyst prediction with 721,799 reactions and 888 catalyst types from USPTO. The task is: Predict which catalyst facilitates the given reaction. (1) Reactant: [NH:1]1[CH2:6][CH2:5][O:4][CH2:3][C@H:2]1[C:7]1[NH:8][C:9]([C:12]2[CH:17]=[CH:16][C:15]([C:18]3[CH:23]=[CH:22][C:21]([C:24]4[NH:28][C:27]([C@@H:29]5[CH2:41][N:39]6[C:40]7[CH:32]([C@@H:33]([NH:42][C:43](=[O:46])[O:44][CH3:45])[CH2:34][CH2:35][C:36]=7[CH:37]=[CH:38]6)[C:31](=[O:47])[CH2:30]5)=[N:26][CH:25]=4)=[CH:20][CH:19]=3)=[CH:14][CH:13]=2)=[CH:10][N:11]=1.[CH3:48][O:49][C:50]([NH:52][C@@H:53]([CH:57]([CH3:59])[CH3:58])[C:54](O)=[O:55])=[O:51].CCN(C(C)C)C(C)C.CN(C(ON1N=NC2C=CC=NC1=2)=[N+](C)C)C.F[P-](F)(F)(F)(F)F. Product: [CH3:45][O:44][C:43](=[O:46])[NH:42][C@@H:33]1[CH:32]2[C:31](=[O:47])[CH2:30][C@H:29]([C:27]3[NH:28][C:24]([C:21]4[CH:22]=[CH:23][C:18]([C:15]5[CH:14]=[CH:13][C:12]([C:9]6[NH:8][C:7]([C@@H:2]7[CH2:3][O:4][CH2:5][CH2:6][N:1]7[C:54](=[O:55])[C@@H:53]([NH:52][C:50]([O:49][CH3:48])=[O:51])[CH:57]([CH3:59])[CH3:58])=[N:11][CH:10]=6)=[CH:17][CH:16]=5)=[CH:19][CH:20]=4)=[CH:25][N:26]=3)[CH2:41][N:39]3[C:40]2=[C:36]([CH:37]=[CH:38]3)[CH2:35][CH2:34]1. The catalyst class is: 3. (2) Reactant: [C:1]([O:5][C:6]([NH:8][C@H:9]([C:14]1[CH:19]=[CH:18][CH:17]=[CH:16][CH:15]=1)[C@@H:10]([OH:13])[CH2:11][CH3:12])=[O:7])([CH3:4])([CH3:3])[CH3:2].[CH3:20][C:21](=[CH2:23])[CH3:22].COS(C(F)(F)F)(=O)=O. Product: [C:1]([O:5][C:6]([NH:8][C@H:9]([C:14]1[CH:15]=[CH:16][CH:17]=[CH:18][CH:19]=1)[C@@H:10]([O:13][C:21]([CH3:23])([CH3:22])[CH3:20])[CH2:11][CH3:12])=[O:7])([CH3:2])([CH3:3])[CH3:4]. The catalyst class is: 2. (3) Reactant: [CH3:1][S:2][C:3]1[S:7][C:6]2=[N:8][CH:9]=[CH:10][N:5]2[N:4]=1.C1C(=O)N([I:18])C(=O)C1.S([O-])([O-])(=O)=S.[Na+].[Na+]. Product: [I:18][C:10]1[N:5]2[C:6]([S:7][C:3]([S:2][CH3:1])=[N:4]2)=[N:8][CH:9]=1. The catalyst class is: 23.